From a dataset of HIV replication inhibition screening data with 41,000+ compounds from the AIDS Antiviral Screen. Binary Classification. Given a drug SMILES string, predict its activity (active/inactive) in a high-throughput screening assay against a specified biological target. (1) The molecule is Cc1cc(O)nc2[nH][nH]c(=O)c12. The result is 0 (inactive). (2) The drug is CC(C)CC(N)C(=O)NC(CC(=O)O)C(=O)NC(CCCCN)C(=O)NC(C)C(=O)NC(CO)C(=O)NC(Cc1ccc(O)cc1)C(=O)NC(CO)C(=O)NC(C(=O)O)C(C)O. The result is 0 (inactive). (3) The molecule is Cc1ccc(C=C(C#N)C(=O)c2ccccc2)cc1. The result is 0 (inactive). (4) The drug is C=C(C)C1CCC2(CNC(=O)CC(C)(C)CC(=O)O)CCC3(C)C(CCC4C5(C)CCC(NC(=O)CC(C)(C)CC(=O)O)C(C)(C)C5CCC43C)C12. The result is 0 (inactive).